This data is from Retrosynthesis with 50K atom-mapped reactions and 10 reaction types from USPTO. The task is: Predict the reactants needed to synthesize the given product. (1) Given the product Cc1cc(Nc2nccc(OCCO)n2)cc(-c2cnn(CCC(N)=O)c2)c1, predict the reactants needed to synthesize it. The reactants are: Cc1cc(Nc2nccc(OCCO[Si](C)(C)C(C)(C)C)n2)cc(-c2cnn(CCC(N)=O)c2)c1. (2) Given the product COC(=O)COc1ccc(C(C)(c2ccc(O)cc2)c2ccc(O)cc2)cc1, predict the reactants needed to synthesize it. The reactants are: CC(c1ccc(O)cc1)(c1ccc(O)cc1)c1ccc(O)cc1.COC(=O)CBr. (3) The reactants are: CN1CCC(N)CC1.Cc1c(C(=O)O)sc2ncnc(Nc3ccc(F)cc3O[C@@H]3CCCOC3)c12. Given the product Cc1c(C(=O)NC2CCN(C)CC2)sc2ncnc(Nc3ccc(F)cc3O[C@@H]3CCCOC3)c12, predict the reactants needed to synthesize it. (4) The reactants are: COc1cc2c(c(Cl)c1Cl)C(=O)C(C)(c1ccc(F)cc1)C2. Given the product CC1(c2ccc(F)cc2)Cc2cc(O)c(Cl)c(Cl)c2C1=O, predict the reactants needed to synthesize it. (5) Given the product CCCCc1cn(C(C)(C)C)s/c-1=N\C(=O)C1CCN(C(=O)OCC)C1, predict the reactants needed to synthesize it. The reactants are: CCCCc1cn(C(C)(C)C)s/c1=N\C(=O)C1CCNC1.CCOC(=O)Cl. (6) Given the product N#Cc1ccc(F)cc1N1CCOC1=O, predict the reactants needed to synthesize it. The reactants are: N#Cc1ccc(F)cc1Br.O=C1NCCO1. (7) Given the product CC(C)NC1CCN(C(=O)OC(C)(C)C)CC1, predict the reactants needed to synthesize it. The reactants are: CC(C)(C)OC(=O)N1CCC(=O)CC1.CC(C)N. (8) Given the product CC(C)Oc1ccc(-c2nc(-c3c(F)ccc4c(CCC(=O)O)c[nH]c34)no2)cc1C#N, predict the reactants needed to synthesize it. The reactants are: CCOC(=O)CCc1c[nH]c2c(-c3noc(-c4ccc(OC(C)C)c(C#N)c4)n3)c(F)ccc12.